This data is from Forward reaction prediction with 1.9M reactions from USPTO patents (1976-2016). The task is: Predict the product of the given reaction. (1) Given the reactants [CH2:1]([O:7][C:8](=[O:26])[C:9]1[C:14]([O:15][CH3:16])=[CH:13][C:12]([O:17][CH3:18])=[CH:11][C:10]=1[O:19][CH2:20][CH2:21][CH2:22][CH2:23][CH:24]=[CH2:25])[CH2:2][CH2:3][CH2:4]C=C, predict the reaction product. The product is: [CH3:16][O:15][C:14]1[C:9]2[C:8](=[O:26])[O:7][CH2:1][CH2:2][CH2:3][CH2:4][CH:25]=[CH:24][CH2:23][CH2:22][CH2:21][CH2:20][O:19][C:10]=2[CH:11]=[C:12]([O:17][CH3:18])[CH:13]=1. (2) The product is: [C:1]1([C:7]2[N:8]=[CH:9][N:10]([C:18]([C:19]3[CH:24]=[CH:23][CH:22]=[CH:21][CH:20]=3)([C:31]3[CH:32]=[CH:33][CH:34]=[CH:35][CH:36]=3)[C:25]3[CH:26]=[CH:27][CH:28]=[CH:29][CH:30]=3)[C:11]=2[C:12]2[CH:13]=[CH:14][CH:15]=[CH:16][CH:17]=2)[CH:6]=[CH:5][CH:4]=[CH:3][CH:2]=1. Given the reactants [C:1]1([C:7]2[N:8]=[CH:9][NH:10][C:11]=2[C:12]2[CH:17]=[CH:16][CH:15]=[CH:14][CH:13]=2)[CH:6]=[CH:5][CH:4]=[CH:3][CH:2]=1.[C:18](Cl)([C:31]1[CH:36]=[CH:35][CH:34]=[CH:33][CH:32]=1)([C:25]1[CH:30]=[CH:29][CH:28]=[CH:27][CH:26]=1)[C:19]1[CH:24]=[CH:23][CH:22]=[CH:21][CH:20]=1, predict the reaction product. (3) Given the reactants [CH3:1][O:2][CH:3]([CH2:8][CH3:9])[C:4]([O:6]C)=[O:5].O.[OH-].[Li+:12], predict the reaction product. The product is: [CH3:1][O:2][CH:3]([CH2:8][CH3:9])[C:4]([O-:6])=[O:5].[Li+:12]. (4) Given the reactants [Br:1][C:2]1[CH:3]=[C:4]([C:8]2[N:9]=[C:10]3[C:15]([CH3:16])=[C:14]([CH3:17])[C:13]([C:18]([O:20]C(C)(C)C)=[O:19])=[C:12]([Cl:25])[N:11]3[CH:26]=2)[CH:5]=[CH:6][CH:7]=1, predict the reaction product. The product is: [Br:1][C:2]1[CH:3]=[C:4]([C:8]2[N:9]=[C:10]3[C:15]([CH3:16])=[C:14]([CH3:17])[C:13]([C:18]([OH:20])=[O:19])=[C:12]([Cl:25])[N:11]3[CH:26]=2)[CH:5]=[CH:6][CH:7]=1. (5) The product is: [CH2:13]([C:25]1[CH:26]=[CH:27][C:28]([C:29]([O:1]/[N:2]=[C:3](/[C:5]2([C:8]([O:10][CH2:11][CH3:12])=[O:9])[CH2:6][CH2:7]2)\[NH2:4])=[O:30])=[CH:32][CH:33]=1)[CH2:14][CH2:15][CH2:16][CH2:17][CH2:18][CH2:19][CH2:20][CH2:21][CH2:22][CH2:23][CH3:24]. Given the reactants [OH:1]/[N:2]=[C:3](/[C:5]1([C:8]([O:10][CH2:11][CH3:12])=[O:9])[CH2:7][CH2:6]1)\[NH2:4].[CH2:13]([C:25]1[CH:33]=[CH:32][C:28]([C:29](O)=[O:30])=[CH:27][CH:26]=1)[CH2:14][CH2:15][CH2:16][CH2:17][CH2:18][CH2:19][CH2:20][CH2:21][CH2:22][CH2:23][CH3:24], predict the reaction product. (6) Given the reactants [CH3:1][N:2]1[C:6]2[CH:7]=[CH:8][C:9]([C:11]([OH:13])=O)=[CH:10][C:5]=2[N:4]=[C:3]1[NH:14][C:15]1[S:16][C:17]2[CH:23]=[C:22]([O:24][C:25]([F:28])([F:27])[F:26])[CH:21]=[CH:20][C:18]=2[N:19]=1.[CH3:29][O:30][CH2:31][CH2:32][O:33][CH2:34][CH2:35][NH2:36].CN(C(ON1N=NC2C=CC=CC1=2)=[N+](C)C)C.F[P-](F)(F)(F)(F)F.CCN(C(C)C)C(C)C, predict the reaction product. The product is: [CH3:29][O:30][CH2:31][CH2:32][O:33][CH2:34][CH2:35][NH:36][C:11]([C:9]1[CH:8]=[CH:7][C:6]2[N:2]([CH3:1])[C:3]([NH:14][C:15]3[S:16][C:17]4[CH:23]=[C:22]([O:24][C:25]([F:27])([F:28])[F:26])[CH:21]=[CH:20][C:18]=4[N:19]=3)=[N:4][C:5]=2[CH:10]=1)=[O:13]. (7) The product is: [Cl:23][CH2:19][CH2:18][C:17]#[C:16][C:12]1[CH:11]=[C:10]2[C:15](=[CH:14][CH:13]=1)[N:7]([CH:2]1[CH2:3][CH2:4][CH2:5][CH2:6][O:1]1)[N:8]=[CH:9]2. Given the reactants [O:1]1[CH2:6][CH2:5][CH2:4][CH2:3][CH:2]1[N:7]1[C:15]2[C:10](=[CH:11][C:12]([C:16]#[C:17][CH2:18][CH2:19]O)=[CH:13][CH:14]=2)[CH:9]=[N:8]1.O=P(Cl)(Cl)[Cl:23], predict the reaction product.